Dataset: Reaction yield outcomes from USPTO patents with 853,638 reactions. Task: Predict the reaction yield, written as a fraction of the theoretical maximum amount of product (1.0 means a 100% yield; for example, 0.34 means a 34% yield). The reactants are [Br:1][C:2]1[C:10]2[N:9]=[CH:8][NH:7][C:6]=2[CH:5]=[CH:4][CH:3]=1.[O:11]1[CH:16]=[CH:15][CH2:14][CH2:13][CH2:12]1.CC1C=CC(S(O)(=O)=O)=CC=1.O. The catalyst is C1COCC1. The product is [Br:1][C:2]1[C:10]2[N:9]=[CH:8][N:7]([CH:12]3[CH2:13][CH2:14][CH2:15][CH2:16][O:11]3)[C:6]=2[CH:5]=[CH:4][CH:3]=1. The yield is 0.700.